From a dataset of Reaction yield outcomes from USPTO patents with 853,638 reactions. Predict the reaction yield, written as a fraction of the theoretical maximum amount of product (1.0 means a 100% yield; for example, 0.34 means a 34% yield). (1) The reactants are N#N.C(=O)=O.CC(O)C.[CH2:10]=[CH:11][C:12](=[CH2:14])[CH3:13].[CH2:15]([O:17][SiH:18]([O:22][CH2:23][CH3:24])[O:19][CH2:20][CH3:21])[CH3:16]. The catalyst is O1CCCC1.ClCCl. The product is [CH3:14][CH:12]([CH3:13])[CH:11]=[CH:10][Si:18]([O:22][CH2:23][CH3:24])([O:19][CH2:20][CH3:21])[O:17][CH2:15][CH3:16]. The yield is 0.890. (2) The reactants are [Cl:1][C:2]1[C:7](Cl)=[CH:6][C:5]([O:9][CH2:10][CH:11]([O:15][CH2:16][CH3:17])[O:12][CH2:13][CH3:14])=[CH:4][N:3]=1.C[C:19]([CH3:22])([O-])C.[K+].[CH3:24][N:25](C)[C:26](=[O:28])[CH3:27].[CH3:30][N:31]1[CH:35]=[CH:34][C:33]([NH:36][C:37]2[C:46]3[C:41](=[CH:42][CH:43]=[C:44]([OH:47])[CH:45]=3)[N:40]=[CH:39][N:38]=2)=[N:32]1.C(Cl)(Cl)[Cl:49]. The catalyst is O. The product is [Cl:49][C:27]1[C:26]([O:28][C:44]2[CH:45]=[C:46]3[C:41](=[CH:42][CH:43]=2)[N:40]=[CH:39][N:38]=[C:37]3[NH:36][C:33]2[CH:34]=[CH:35][N:31]([CH3:30])[N:32]=2)=[N:25][CH:24]=[C:19]([CH2:10][CH:11]([O:12][CH2:13][CH3:14])[O:15][CH2:16][CH3:17])[CH:22]=1.[Cl:1][C:2]1[C:7]([O:47][C:44]2[CH:45]=[C:46]3[C:41](=[CH:42][CH:43]=2)[N:40]=[CH:39][N:38]=[C:37]3[NH:36][C:33]2[CH:34]=[CH:35][N:31]([CH3:30])[N:32]=2)=[CH:6][C:5]([O:9][CH2:10][CH:11]([O:15][CH2:16][CH3:17])[O:12][CH2:13][CH3:14])=[CH:4][N:3]=1. The yield is 0.450. (3) The reactants are [CH3:1][CH:2]([C:4]1[CH:5]=[CH:6][CH:7]=[C:8]([CH:11]([CH3:13])[CH3:12])[C:9]=1[OH:10])[CH3:3].Cl[C:15](=[O:22])[CH2:16][CH2:17][C:18]([O:20][CH3:21])=[O:19].O. The catalyst is C(Cl)Cl.[Ti](Cl)(Cl)(Cl)Cl. The product is [OH:10][C:9]1[C:4]([CH:2]([CH3:1])[CH3:3])=[CH:5][C:6]([C:15](=[O:22])[CH2:16][CH2:17][C:18]([O:20][CH3:21])=[O:19])=[CH:7][C:8]=1[CH:11]([CH3:13])[CH3:12]. The yield is 0.390. (4) The reactants are [OH:1][CH2:2][CH2:3][CH2:4][C@@:5]1([C:29]2[CH:34]=[CH:33][CH:32]=[CH:31][CH:30]=2)[O:10][C:9](=[O:11])[N:8]([C@H:12]([C:14]2[CH:19]=[CH:18][C:17](B3OC(C)(C)C(C)(C)O3)=[CH:16][CH:15]=2)[CH3:13])[CH2:7][CH2:6]1.Br[C:36]1[CH:37]=[CH:38][C:39](=[O:43])[N:40]([CH3:42])[CH:41]=1.C([O-])([O-])=O.[Cs+].[Cs+]. The catalyst is O1CCOCC1.Cl[Pd](Cl)([P](C1C=CC=CC=1)(C1C=CC=CC=1)C1C=CC=CC=1)[P](C1C=CC=CC=1)(C1C=CC=CC=1)C1C=CC=CC=1. The product is [OH:1][CH2:2][CH2:3][CH2:4][C@@:5]1([C:29]2[CH:30]=[CH:31][CH:32]=[CH:33][CH:34]=2)[O:10][C:9](=[O:11])[N:8]([C@H:12]([C:14]2[CH:19]=[CH:18][C:17]([C:36]3[CH:37]=[CH:38][C:39](=[O:43])[N:40]([CH3:42])[CH:41]=3)=[CH:16][CH:15]=2)[CH3:13])[CH2:7][CH2:6]1. The yield is 0.370. (5) The reactants are I[C:2]1[C-:3]([N:7]([CH3:9])[CH3:8])[CH:4]=[CH:5][CH:6]=1.[CH-:10]1[CH:14]=[CH:13][CH:12]=[CH:11]1.[Fe+2:15].[CH3:16][O:17][C:18]1[CH:23]=[CH:22][CH:21]=[CH:20][C:19]=1B(O)O.[OH-].[Na+]. The catalyst is C1C=CC([P]([Pd]([P](C2C=CC=CC=2)(C2C=CC=CC=2)C2C=CC=CC=2)([P](C2C=CC=CC=2)(C2C=CC=CC=2)C2C=CC=CC=2)[P](C2C=CC=CC=2)(C2C=CC=CC=2)C2C=CC=CC=2)(C2C=CC=CC=2)C2C=CC=CC=2)=CC=1.COCCOC. The product is [CH3:16][O:17][C:18]1[CH:23]=[CH:22][CH:21]=[CH:20][C:19]=1[C:2]1[C-:3]([N:7]([CH3:9])[CH3:8])[CH:4]=[CH:5][CH:6]=1.[CH-:10]1[CH:14]=[CH:13][CH:12]=[CH:11]1.[Fe+2:15]. The yield is 0.870. (6) The reactants are C[C:2]1([C:8](O)=O)[CH2:7][CH2:6][O:5][CH2:4][CH2:3]1.C([N:13]([CH2:16]C)CC)C.P(N=[N+]=[N-])(OC1C=CC=CC=1)(OC1C=CC=CC=1)=[O:19].[OH-].[Na+]. The catalyst is C1(C)C=CC=CC=1. The product is [N:13]([C:2]1([CH3:8])[CH2:3][CH2:4][O:5][CH2:6][CH2:7]1)=[C:16]=[O:19]. The yield is 0.340. (7) The catalyst is C1COCC1.ClCCl.O. The product is [CH2:48]([O:50][C:51](=[O:64])[C@@H:52]([O:61][CH2:62][CH3:63])[CH2:53][C:54]1[CH:59]=[CH:58][C:57]([O:25][CH2:24]/[CH:23]=[C:22](\[CH3:26])/[C:21]#[C:20][C:13]2[CH:14]=[CH:15][C:16]3[C:17]4[C:9](=[CH:8][C:7]([C:6]#[C:5]/[C:4](/[CH3:28])=[CH:3]/[CH2:2][O:1][C:45]5[CH:44]=[CH:43][C:42]([CH2:49][C@H:48]([O:50][CH2:51][CH3:52])[C:72]([O:74][CH2:75][CH3:76])=[O:73])=[CH:47][CH:46]=5)=[CH:19][CH:18]=4)[C:10](=[O:27])[C:11]=3[CH:12]=2)=[CH:56][CH:55]=1)[CH3:49]. The reactants are [OH:1][CH2:2]/[CH:3]=[C:4](\[CH3:28])/[C:5]#[C:6][C:7]1[CH:19]=[CH:18][C:17]2[C:16]3[C:11](=[CH:12][C:13]([C:20]#[C:21]/[C:22](/[CH3:26])=[CH:23]/[CH2:24][OH:25])=[CH:14][CH:15]=3)[C:10](=[O:27])[C:9]=2[CH:8]=1.[C:42]1(P([C:42]2[CH:47]=[CH:46][CH:45]=[CH:44][CH:43]=2)[C:42]2[CH:47]=[CH:46][CH:45]=[CH:44][CH:43]=2)[CH:47]=[CH:46][CH:45]=[CH:44][CH:43]=1.[CH2:48]([O:50][C:51](=[O:64])[C@@H:52]([O:61][CH2:62][CH3:63])[CH2:53][C:54]1[CH:59]=[CH:58][C:57](O)=[CH:56][CH:55]=1)[CH3:49].[CH3:76][CH2:75][O:74][C:72](/N=N/[C:72]([O:74][CH2:75][CH3:76])=[O:73])=[O:73]. The yield is 0.550.